Dataset: Forward reaction prediction with 1.9M reactions from USPTO patents (1976-2016). Task: Predict the product of the given reaction. (1) Given the reactants [NH2:1][C:2]1[CH:7]=[CH:6][C:5]([CH2:8][C:9]#[N:10])=[CH:4][C:3]=1[C:11]1[C:12]2[CH:21]=[CH:20][N:19](S(C3C=CC(C)=CC=3)(=O)=O)[C:13]=2[C:14](=[O:18])[N:15]([CH3:17])[CH:16]=1.Br[C:33]1[CH:38]=[CH:37][C:36]([F:39])=[CH:35][CH:34]=1.C(=O)([O-])[O-].[Cs+].[Cs+].C1(P(C2CCCCC2)C2C=CC=CC=2C2C(C(C)C)=CC(C(C)C)=CC=2C(C)C)CCCCC1, predict the reaction product. The product is: [F:39][C:36]1[CH:37]=[CH:38][C:33]([NH:1][C:2]2[CH:7]=[CH:6][C:5]([CH2:8][C:9]#[N:10])=[CH:4][C:3]=2[C:11]2[C:12]3[CH:21]=[CH:20][NH:19][C:13]=3[C:14](=[O:18])[N:15]([CH3:17])[CH:16]=2)=[CH:34][CH:35]=1. (2) Given the reactants C(OC([N:8]1[CH2:12][CH2:11][CH2:10][CH:9]1/[CH:13]=[CH:14]/[C:15]1[CH:25]=[CH:24][C:18]([C:19]([O:21][CH2:22][CH3:23])=[O:20])=[CH:17][CH:16]=1)=O)(C)(C)C.C(O)(C(F)(F)F)=O, predict the reaction product. The product is: [NH:8]1[CH2:12][CH2:11][CH2:10][CH:9]1/[CH:13]=[CH:14]/[C:15]1[CH:25]=[CH:24][C:18]([C:19]([O:21][CH2:22][CH3:23])=[O:20])=[CH:17][CH:16]=1. (3) Given the reactants [O:1]=[C:2]1[C:10]2[C:5](=[CH:6][CH:7]=[CH:8][CH:9]=2)[C:4](=[O:11])[N:3]1[CH2:12][C@@H:13]([NH:25]C(=O)OC(C)(C)C)[CH2:14][C:15]1[CH:20]=[CH:19][CH:18]=[CH:17][C:16]=1[C:21]([F:24])([F:23])[F:22].Cl, predict the reaction product. The product is: [NH2:25][C@@H:13]([CH2:14][C:15]1[CH:20]=[CH:19][CH:18]=[CH:17][C:16]=1[C:21]([F:24])([F:22])[F:23])[CH2:12][N:3]1[C:4](=[O:11])[C:5]2[C:10](=[CH:9][CH:8]=[CH:7][CH:6]=2)[C:2]1=[O:1]. (4) Given the reactants [Br:1][C:2]1[C:3]([O:17][CH3:18])=[N:4][CH:5]=[C:6]([CH2:8][N:9]2[CH:13]=[N:12][C:11]([N+:14]([O-])=O)=[N:10]2)[CH:7]=1.N1(CC2C=C(Br)C(OC(F)F)=NC=2)C=NC=N1, predict the reaction product. The product is: [Br:1][C:2]1[CH:7]=[C:6]([CH2:8][N:9]2[CH:13]=[N:12][C:11]([NH2:14])=[N:10]2)[CH:5]=[N:4][C:3]=1[O:17][CH3:18]. (5) Given the reactants C([O:8][C:9]1[CH:10]=[C:11]2[C:15](=[CH:16][CH:17]=1)[NH:14][C:13](=[O:18])[C:12]2=[C:19]1[CH:28]=[CH:27][C:26]2[C:21](=[CH:22][CH:23]=[CH:24][CH:25]=2)[NH:20]1)C1C=CC=CC=1, predict the reaction product. The product is: [OH:8][C:9]1[CH:10]=[C:11]2[C:15](=[CH:16][CH:17]=1)[NH:14][C:13](=[O:18])[C:12]2=[C:19]1[CH:28]=[CH:27][C:26]2[C:21](=[CH:22][CH:23]=[CH:24][CH:25]=2)[NH:20]1.